Dataset: Full USPTO retrosynthesis dataset with 1.9M reactions from patents (1976-2016). Task: Predict the reactants needed to synthesize the given product. (1) Given the product [F:1][C:2]1[CH:3]=[C:4]([CH2:12][C:13]([OH:15])=[O:14])[CH:5]=[C:6]([F:11])[C:7]=1[N+:8]([O-:10])=[O:9], predict the reactants needed to synthesize it. The reactants are: [F:1][C:2]1[CH:3]=[C:4]([CH2:12][C:13]([O:15]C(C)(C)C)=[O:14])[CH:5]=[C:6]([F:11])[C:7]=1[N+:8]([O-:10])=[O:9].Cl. (2) Given the product [C:23]1([CH:24]=[CH:26][CH:3]=[C:2]([NH2:7])[C:5]=1[OH:6])[OH:22], predict the reactants needed to synthesize it. The reactants are: C(O)[C:2]([NH2:7])([CH2:5][OH:6])[CH2:3]O.[Na+].[Cl-].[Cl-].[K+].[Cl-].[Cl-].[Ca+2].[O-]S([O-])(=O)=O.[Mg+2].[O:22]=[CH:23][C@@H:24]([C@H:26]([C@@H]([C@@H](CO)O)O)O)O.C1N(CCO)CCN(CCS(O)(=O)=O)C1.[OH-].[K+].O=C1O[C@H]([C@H](CO)O)C([O-])=C1O.CN(CC1C=CC=CC=1)CC#C. (3) Given the product [F:3][C:4]1[CH:5]=[CH:6][C:7]([O:12][CH3:13])=[C:8]([C:9](=[N:1][OH:2])[NH2:10])[CH:11]=1, predict the reactants needed to synthesize it. The reactants are: [NH2:1][OH:2].[F:3][C:4]1[CH:5]=[CH:6][C:7]([O:12][CH3:13])=[C:8]([CH:11]=1)[C:9]#[N:10]. (4) Given the product [CH3:30][C@H:25]1[O:26][C@@H:27]([CH3:29])[CH2:28][N:23]([C:21]2[CH:20]=[N:19][CH:18]=[C:17]([C:9]3[CH:13]=[CH:12][O:11][C:10]=3[CH3:14])[N:22]=2)[CH2:24]1, predict the reactants needed to synthesize it. The reactants are: CC1(C)C(C)(C)OB([C:9]2[CH:13]=[CH:12][O:11][C:10]=2[CH3:14])O1.Cl[C:17]1[N:22]=[C:21]([N:23]2[CH2:28][C@H:27]([CH3:29])[O:26][C@H:25]([CH3:30])[CH2:24]2)[CH:20]=[N:19][CH:18]=1.O.C(=O)([O-])[O-].[Na+].[Na+]. (5) Given the product [C:1]([OH:20])(=[O:19])[CH2:2][CH2:3][CH2:4][CH2:5][CH2:6][CH2:7][CH2:8][CH2:9][CH2:10][CH2:11][CH2:12][CH2:13][CH2:14][CH2:15][CH3:16], predict the reactants needed to synthesize it. The reactants are: [C:1]([O:20]CC)(=[O:19])[CH2:2][CH2:3][CH2:4][CH2:5][CH2:6][CH2:7][CH2:8][CH2:9][CH2:10][CH2:11][CH2:12][CH2:13][CH2:14][CH2:15][CH2:16]CC.C(O)(=O)CCCCCCC/C=C\CCCCCCCC.CCOC([C@@H](N[C@@H]1C(=O)N2N(CCC[C@H]2C(O)=O)CCC1)CCC1C=CC=CC=1)=O.O. (6) Given the product [Br:1][C:2]1[C:3]([CH3:11])=[C:4]([C:13]2[CH:14]=[N:15][CH:16]=[CH:17][CH:18]=2)[CH:5]=[CH:6][CH:7]=1, predict the reactants needed to synthesize it. The reactants are: [Br:1][C:2]1[C:3]([CH3:11])=[C:4](B(O)O)[CH:5]=[CH:6][CH:7]=1.Br[C:13]1[CH:14]=[N:15][CH:16]=[CH:17][CH:18]=1.C([O-])([O-])=O.[Na+].[Na+]. (7) Given the product [CH3:1][C:2]1[N:3]=[C:4]([NH:7][C:11]2[CH:12]=[C:13]([S:15][C:16]3[CH:21]=[CH:20][CH:19]=[CH:18][C:17]=3[CH3:22])[CH:14]=[CH:9][N:10]=2)[S:5][CH:6]=1, predict the reactants needed to synthesize it. The reactants are: [CH3:1][C:2]1[N:3]=[C:4]([NH2:7])[S:5][CH:6]=1.Cl[C:9]1[CH:14]=[C:13]([S:15][C:16]2[CH:21]=[CH:20][CH:19]=[CH:18][C:17]=2[CH3:22])[CH:12]=[CH:11][N:10]=1.P([O-])([O-])([O-])=O.[K+].[K+].[K+]. (8) Given the product [CH3:40][C@:28]([NH:27][C:25](=[O:26])[O:24][C:21]([CH3:23])([CH3:22])[CH3:20])([C:29]([NH:19][C:16]1[CH:17]=[N:18][C:13]([O:12][C:10]2[CH:9]=[CH:8][CH:7]=[C:6]3[C:11]=2[CH:2]([CH3:1])[CH2:3][CH2:4][O:5]3)=[N:14][CH:15]=1)=[O:37])[CH2:38][CH3:39], predict the reactants needed to synthesize it. The reactants are: [CH3:1][CH:2]1[C:11]2[C:6](=[CH:7][CH:8]=[CH:9][C:10]=2[O:12][C:13]2[N:18]=[CH:17][C:16]([NH2:19])=[CH:15][N:14]=2)[O:5][CH2:4][CH2:3]1.[CH3:20][C:21]([O:24][C:25]([NH:27][C@:28]([CH3:40])([CH2:38][CH3:39])[C:29](=[O:37])SC1C=CC=CN=1)=[O:26])([CH3:23])[CH3:22]. (9) Given the product [OH:9][CH2:10][C@H:5]1[C@@H:6]([OH:7])[CH:13]=[CH:14][CH2:1][O:4]1, predict the reactants needed to synthesize it. The reactants are: [CH2:1]([O:4][C@H:5]1[CH2:10][O:9]C(C)(C)[O:7][C@H:6]1[CH:13]=[CH2:14])C=C.Cl.C([O-])(O)=O.[Na+].